Task: Predict which catalyst facilitates the given reaction.. Dataset: Catalyst prediction with 721,799 reactions and 888 catalyst types from USPTO (1) Reactant: [Cl:1][C:2]1[CH:7]=[CH:6][C:5]([C:8]2[N:9]=[C:10]([O:24][CH2:25][CH2:26][CH3:27])[C:11]([C:21]([OH:23])=O)=[N:12][C:13]=2[C:14]2[CH:19]=[CH:18][C:17]([Cl:20])=[CH:16][CH:15]=2)=[CH:4][CH:3]=1.C(Cl)(=O)C(Cl)=O.C(N(CC)CC)C.[NH2:41][N:42]1[CH2:47][CH2:46][CH2:45][CH2:44][CH2:43]1. Product: [N:42]1([NH:41][C:21]([C:11]2[C:10]([O:24][CH2:25][CH2:26][CH3:27])=[N:9][C:8]([C:5]3[CH:6]=[CH:7][C:2]([Cl:1])=[CH:3][CH:4]=3)=[C:13]([C:14]3[CH:19]=[CH:18][C:17]([Cl:20])=[CH:16][CH:15]=3)[N:12]=2)=[O:23])[CH2:47][CH2:46][CH2:45][CH2:44][CH2:43]1. The catalyst class is: 606. (2) The catalyst class is: 22. Product: [CH3:1][O:2][C:3]([C:5]1[CH:10]=[CH:9][C:8]([Br:12])=[C:7]([NH2:11])[N:6]=1)=[O:4]. Reactant: [CH3:1][O:2][C:3]([C:5]1[CH:10]=[CH:9][CH:8]=[C:7]([NH2:11])[N:6]=1)=[O:4].[Br:12]Br.S([O-])([O-])(=O)=S.[Na+].[Na+].